Dataset: Forward reaction prediction with 1.9M reactions from USPTO patents (1976-2016). Task: Predict the product of the given reaction. (1) Given the reactants Br[C:2]1[CH:3]=[C:4]([CH3:8])[CH:5]=[N:6][CH:7]=1.C([Li])CCC.[B:14](OC(C)C)([O:19]C(C)C)[O:15]C(C)C, predict the reaction product. The product is: [CH3:8][C:4]1[CH:5]=[N:6][CH:7]=[C:2]([B:14]([OH:19])[OH:15])[CH:3]=1. (2) Given the reactants [C:1]([N:4]1[C:12]2[C:7](=[CH:8][CH:9]=[C:10]([Cl:13])[CH:11]=2)[CH2:6][C:5]1=[O:14])(=[O:3])[CH3:2].[N+:15]([O-])([O-:17])=[O:16].[NH4+].N, predict the reaction product. The product is: [C:1]([N:4]1[C:12]2[C:7](=[CH:8][C:9]([N+:15]([O-:17])=[O:16])=[C:10]([Cl:13])[CH:11]=2)[CH2:6][C:5]1=[O:14])(=[O:3])[CH3:2]. (3) Given the reactants Cl[C:2]1[CH:7]=[C:6]([NH2:8])[CH:5]=[C:4]([Cl:9])[N:3]=1.[H-].[Na+].[CH3:12][N:13]([CH3:17])[CH2:14][CH2:15][OH:16], predict the reaction product. The product is: [Cl:9][C:4]1[CH:5]=[C:6]([NH2:8])[CH:7]=[C:2]([O:16][CH2:15][CH2:14][N:13]([CH3:17])[CH3:12])[N:3]=1. (4) Given the reactants [CH3:1][C:2]1([CH2:13][N:14]2[CH2:20][CH2:19][CH2:18][N:17]([C:21]([O:23]C(C)(C)C)=[O:22])[CH2:16][CH2:15]2)[O:6][C:5]2=[N:7][C:8]([N+:10]([O-:12])=[O:11])=[CH:9][N:4]2[CH2:3]1.FC(F)(F)C(O)=O.C(N(CC)CC)C.[Cl:42]C(O[CH2:46][C:47]1[CH:52]=[CH:51][CH:50]=[CH:49][CH:48]=1)=O.Cl.C(OCC)(=O)C, predict the reaction product. The product is: [ClH:42].[CH3:1][C:2]1([CH2:13][N:14]2[CH2:20][CH2:19][CH2:18][N:17]([C:21]([O:23][CH2:46][C:47]3[CH:52]=[CH:51][CH:50]=[CH:49][CH:48]=3)=[O:22])[CH2:16][CH2:15]2)[O:6][C:5]2=[N:7][C:8]([N+:10]([O-:12])=[O:11])=[CH:9][N:4]2[CH2:3]1. (5) Given the reactants F[C:2]1[CH:7]=[CH:6][C:5]([S:8]([NH:11][C:12]2[CH:21]=[CH:20][CH:19]=[C:18]3[C:13]=2[CH:14]=[CH:15][C:16]([NH:22][C@H:23]2[C:31]4[C:26](=[CH:27][CH:28]=[CH:29][CH:30]=4)[CH2:25][CH2:24]2)=[N:17]3)(=[O:10])=[O:9])=[CH:4][CH:3]=1.[CH:32]1([CH2:35][NH2:36])[CH2:34][CH2:33]1, predict the reaction product. The product is: [CH:32]1([CH2:35][NH:36][C:2]2[CH:7]=[CH:6][C:5]([S:8]([NH:11][C:12]3[CH:21]=[CH:20][CH:19]=[C:18]4[C:13]=3[CH:14]=[CH:15][C:16]([NH:22][C@H:23]3[C:31]5[C:26](=[CH:27][CH:28]=[CH:29][CH:30]=5)[CH2:25][CH2:24]3)=[N:17]4)(=[O:10])=[O:9])=[CH:4][CH:3]=2)[CH2:34][CH2:33]1. (6) Given the reactants NCC1C=C(O)C(C2C=CC=CC=2)=CC=1.[N:16]([CH2:19][C:20]1[CH:21]=[C:22]([OH:33])[C:23]([C:26]2[CH:31]=[CH:30][C:29]([F:32])=[CH:28][CH:27]=2)=[CH:24][CH:25]=1)=[N+]=[N-], predict the reaction product. The product is: [NH2:16][CH2:19][C:20]1[CH:21]=[C:22]([OH:33])[C:23]([C:26]2[CH:31]=[CH:30][C:29]([F:32])=[CH:28][CH:27]=2)=[CH:24][CH:25]=1. (7) Given the reactants [Cl:1][C:2]1[CH:26]=[CH:25][C:5]2[N:6]=[C:7]([N:9]3[C:13](=[O:14])[C:12](=[CH:15][N:16](C)C)[C:11]([C:19]4[CH:24]=[CH:23][CH:22]=[CH:21][CH:20]=4)=[N:10]3)[S:8][C:4]=2[CH:3]=1, predict the reaction product. The product is: [NH2:16][CH:15]=[C:12]1[C:11]([C:19]2[CH:24]=[CH:23][CH:22]=[CH:21][CH:20]=2)=[N:10][N:9]([C:7]2[S:8][C:4]3[CH:3]=[C:2]([Cl:1])[CH:26]=[CH:25][C:5]=3[N:6]=2)[C:13]1=[O:14].